This data is from Full USPTO retrosynthesis dataset with 1.9M reactions from patents (1976-2016). The task is: Predict the reactants needed to synthesize the given product. (1) The reactants are: Cl[C:2]([O:4][CH3:5])=[O:3].[Br:6][C:7]1[CH:12]=[CH:11][C:10]([C:13]2([OH:19])[CH2:18][CH2:17][NH:16][CH2:15][CH2:14]2)=[CH:9][CH:8]=1. Given the product [CH3:5][O:4][C:2]([N:16]1[CH2:15][CH2:14][C:13]([C:10]2[CH:11]=[CH:12][C:7]([Br:6])=[CH:8][CH:9]=2)([OH:19])[CH2:18][CH2:17]1)=[O:3], predict the reactants needed to synthesize it. (2) Given the product [Cl:1][CH2:2][CH2:3][C@H:4]([C:6]1[CH:11]=[CH:10][CH:9]=[CH:8][CH:7]=1)[O:5][C:19]1[CH:20]=[CH:21][C:16]([O:15][C:12](=[O:14])[CH3:13])=[CH:17][C:18]=1[CH3:23], predict the reactants needed to synthesize it. The reactants are: [Cl:1][CH2:2][CH2:3][C@@H:4]([C:6]1[CH:11]=[CH:10][CH:9]=[CH:8][CH:7]=1)[OH:5].[C:12]([O:15][C:16]1[CH:21]=[CH:20][C:19](O)=[C:18]([CH3:23])[CH:17]=1)(=[O:14])[CH3:13].C1(P(C2C=CC=CC=2)C2C=CC=CC=2)C=CC=CC=1. (3) Given the product [CH3:1][O:2][C:3]1[CH:8]=[C:7]([CH:9]([C:18]2[CH:23]=[CH:22][CH:21]=[CH:20][CH:19]=2)[OH:10])[CH:6]=[CH:5][C:4]=1[C:11]1[CH:16]=[CH:15][CH:14]=[C:13]([CH3:17])[CH:12]=1, predict the reactants needed to synthesize it. The reactants are: [CH3:1][O:2][C:3]1[CH:8]=[C:7]([CH:9]=[O:10])[CH:6]=[CH:5][C:4]=1[C:11]1[CH:16]=[CH:15][CH:14]=[C:13]([CH3:17])[CH:12]=1.[C:18]1([Mg]Br)[CH:23]=[CH:22][CH:21]=[CH:20][CH:19]=1. (4) Given the product [CH3:47][O:48][C:49](=[O:58])[C:50]1[CH:55]=[CH:54][C:53]([N:56]([CH2:25][CH2:24][C:16]2[C:17]3[C:22](=[CH:21][CH:20]=[C:19]([Cl:23])[CH:18]=3)[N:14]([CH:1]([C:2]3[CH:7]=[CH:6][CH:5]=[CH:4][CH:3]=3)[C:8]3[CH:9]=[CH:10][CH:11]=[CH:12][CH:13]=3)[C:15]=2[CH2:27][CH2:28][O:29][Si:30]([C:43]([CH3:44])([CH3:46])[CH3:45])([C:31]2[CH:36]=[CH:35][CH:34]=[CH:33][CH:32]=2)[C:37]2[CH:38]=[CH:39][CH:40]=[CH:41][CH:42]=2)[CH3:57])=[CH:52][CH:51]=1, predict the reactants needed to synthesize it. The reactants are: [CH:1]([N:14]1[C:22]2[C:17](=[CH:18][C:19]([Cl:23])=[CH:20][CH:21]=2)[C:16]([CH2:24][CH:25]=O)=[C:15]1[CH2:27][CH2:28][O:29][Si:30]([C:43]([CH3:46])([CH3:45])[CH3:44])([C:37]1[CH:42]=[CH:41][CH:40]=[CH:39][CH:38]=1)[C:31]1[CH:36]=[CH:35][CH:34]=[CH:33][CH:32]=1)([C:8]1[CH:13]=[CH:12][CH:11]=[CH:10][CH:9]=1)[C:2]1[CH:7]=[CH:6][CH:5]=[CH:4][CH:3]=1.[CH3:47][O:48][C:49](=[O:58])[C:50]1[CH:55]=[CH:54][C:53]([NH:56][CH3:57])=[CH:52][CH:51]=1. (5) Given the product [C:4]1([C:1]2[CH:3]=[CH:21][CH:16]=[CH:17][CH:2]=2)[CH:9]=[CH:8][CH:7]=[CH:6][C:5]=1[N:10]1[CH2:11][CH2:12][NH:13][CH2:14][CH2:15]1, predict the reactants needed to synthesize it. The reactants are: [CH:1]([C:4]1[CH:9]=[CH:8][CH:7]=[CH:6][C:5]=1[N:10]1[CH2:15][CH2:14][NH:13][CH2:12][CH2:11]1)([CH3:3])[CH3:2].[C:16]1(C2C=CC=CC=2)[CH:21]=CC=C[C:17]=1N.C(C1C=CC=CC=1N)(C)C.[K+].[Br-].